Dataset: Forward reaction prediction with 1.9M reactions from USPTO patents (1976-2016). Task: Predict the product of the given reaction. The product is: [CH2:30]([O:37][C:13]1[N:14]=[C:15]([NH:23][C@@H:24]([CH2:28][OH:29])[CH2:25][CH2:26][CH3:27])[C:16]2[S:21][C:20](=[O:22])[NH:19][C:17]=2[N:18]=1)[C:31]1[CH:36]=[CH:35][CH:34]=[CH:33][CH:32]=1. Given the reactants [H-].[Na+].C(S([C:13]1[N:14]=[C:15]([NH:23][C@@H:24]([CH2:28][OH:29])[CH2:25][CH2:26][CH3:27])[C:16]2[S:21][C:20](=[O:22])[NH:19][C:17]=2[N:18]=1)(=O)=O)C1C=CC=CC=1.[CH2:30]([OH:37])[C:31]1[CH:36]=[CH:35][CH:34]=[CH:33][CH:32]=1, predict the reaction product.